Dataset: Full USPTO retrosynthesis dataset with 1.9M reactions from patents (1976-2016). Task: Predict the reactants needed to synthesize the given product. Given the product [N+:8]([C:7]1[C:2](=[O:1])[N:3]([C:11]2[CH:16]=[CH:15][CH:14]=[CH:13][CH:12]=2)[CH:4]=[CH:5][CH:6]=1)([O-:10])=[O:9], predict the reactants needed to synthesize it. The reactants are: [OH:1][C:2]1[C:7]([N+:8]([O-:10])=[O:9])=[CH:6][CH:5]=[CH:4][N:3]=1.[C:11]1(B(O)O)[CH:16]=[CH:15][CH:14]=[CH:13][CH:12]=1.C(N(CC)CC)C.N.